This data is from Full USPTO retrosynthesis dataset with 1.9M reactions from patents (1976-2016). The task is: Predict the reactants needed to synthesize the given product. The reactants are: [Cl:1][C:2]1[C:7]([S:8]([CH3:11])(=[O:10])=[O:9])=[CH:6][C:5]([C:12]2[N:13]([C:33](Cl)=[O:34])[C:14]([C:26]3[CH:31]=[CH:30][C:29]([Cl:32])=[CH:28][CH:27]=3)([CH3:25])[C:15]([C:18]3[CH:23]=[CH:22][C:21]([Cl:24])=[CH:20][CH:19]=3)([CH3:17])[N:16]=2)=[C:4]([O:36][CH2:37][CH3:38])[CH:3]=1.[NH:39]1[CH2:44][CH2:43][CH:42]([CH2:45][C:46]([NH2:48])=[O:47])[CH2:41][CH2:40]1. Given the product [Cl:1][C:2]1[C:7]([S:8]([CH3:11])(=[O:10])=[O:9])=[CH:6][C:5]([C:12]2[N:13]([C:33]([N:39]3[CH2:44][CH2:43][CH:42]([CH2:45][C:46]([NH2:48])=[O:47])[CH2:41][CH2:40]3)=[O:34])[C@@:14]([C:26]3[CH:31]=[CH:30][C:29]([Cl:32])=[CH:28][CH:27]=3)([CH3:25])[C@@:15]([C:18]3[CH:19]=[CH:20][C:21]([Cl:24])=[CH:22][CH:23]=3)([CH3:17])[N:16]=2)=[C:4]([O:36][CH2:37][CH3:38])[CH:3]=1, predict the reactants needed to synthesize it.